The task is: Predict the product of the given reaction.. This data is from Forward reaction prediction with 1.9M reactions from USPTO patents (1976-2016). Given the reactants [Br:1][C:2]1[C:10]([F:11])=[C:9]2[C:5]([C:6](=[O:13])C(=O)[NH:8]2)=[CH:4][CH:3]=1.Cl.[OH-:15].[Na+], predict the reaction product. The product is: [NH2:8][C:9]1[C:10]([F:11])=[C:2]([Br:1])[CH:3]=[CH:4][C:5]=1[C:6]([OH:13])=[O:15].